From a dataset of Catalyst prediction with 721,799 reactions and 888 catalyst types from USPTO. Predict which catalyst facilitates the given reaction. (1) Reactant: [O:1]1[C:6]2[CH:7]=[CH:8][C:9]([OH:11])=[CH:10][C:5]=2[O:4][CH2:3][CH2:2]1.C([Mg]Cl)(C)C.[Br:17][C:18]1[CH:26]=[CH:25][CH:24]=[C:23]2[C:19]=1[C:20](=[O:29])[C:21](=[O:28])[N:22]2[CH3:27].Cl. Product: [Br:17][C:18]1[CH:26]=[CH:25][CH:24]=[C:23]2[C:19]=1[C:20]([OH:29])([C:8]1[C:9]([OH:11])=[CH:10][C:5]3[O:4][CH2:3][CH2:2][O:1][C:6]=3[CH:7]=1)[C:21](=[O:28])[N:22]2[CH3:27]. The catalyst class is: 4. (2) Reactant: [NH2:1][C:2]1[C:7]([C:8]([F:11])([F:10])[F:9])=[CH:6][C:5]([C:12]([F:15])([F:14])[F:13])=[CH:4][C:3]=1[NH:16][C:17](=O)[CH2:18][S:19][CH3:20].C(O)(=O)C. Product: [CH3:20][S:19][CH2:18][C:17]1[NH:16][C:3]2[CH:4]=[C:5]([C:12]([F:15])([F:14])[F:13])[CH:6]=[C:7]([C:8]([F:11])([F:10])[F:9])[C:2]=2[N:1]=1. The catalyst class is: 7. (3) Reactant: [NH2:1][C:2]1[CH:7]=[CH:6][C:5]([C:8]([CH3:11])([CH3:10])[CH3:9])=[CH:4][C:3]=1[C:12]1[CH:17]=[CH:16][CH:15]=[C:14]([C:18]([CH3:21])([CH3:20])[CH3:19])[CH:13]=1.[CH:22](O)=[O:23]. Product: [CH:22]([NH:1][C:2]1[CH:7]=[CH:6][C:5]([C:8]([CH3:9])([CH3:10])[CH3:11])=[CH:4][C:3]=1[C:12]1[CH:17]=[CH:16][CH:15]=[C:14]([C:18]([CH3:21])([CH3:20])[CH3:19])[CH:13]=1)=[O:23]. The catalyst class is: 6. (4) Reactant: [O:1]1[CH2:5][CH2:4][CH:3]([OH:6])[CH2:2]1.C(N(CC)CC)C.[CH3:14][S:15](Cl)(=[O:17])=[O:16]. Product: [O:1]1[CH2:5][CH2:4][CH:3]([O:6][S:15]([CH3:14])(=[O:17])=[O:16])[CH2:2]1. The catalyst class is: 4. (5) Reactant: S(Cl)([Cl:4])(=O)=O.[CH3:6][O:7][C:8]1[CH:9]=[C:10]([OH:14])[CH:11]=[CH:12][CH:13]=1. Product: [Cl:4][C:11]1[CH:12]=[CH:13][C:8]([O:7][CH3:6])=[CH:9][C:10]=1[OH:14]. The catalyst class is: 22. (6) Reactant: Cl[CH2:2][CH2:3][CH2:4][NH:5][C:6]([NH:8][C:9]1[CH:10]=[N:11][N:12]([CH2:14][C:15]2[C:16]([CH3:21])=[N:17][O:18][C:19]=2[CH3:20])[CH:13]=1)=[O:7].[H-].[Na+]. Product: [CH3:21][C:16]1[C:15]([CH2:14][N:12]2[CH:13]=[C:9]([N:8]3[CH2:2][CH2:3][CH2:4][NH:5][C:6]3=[O:7])[CH:10]=[N:11]2)=[C:19]([CH3:20])[O:18][N:17]=1. The catalyst class is: 3.